Dataset: Catalyst prediction with 721,799 reactions and 888 catalyst types from USPTO. Task: Predict which catalyst facilitates the given reaction. (1) Reactant: FC(F)(F)C(O)=O.C(OC([NH:15][C:16]1[CH:21]=[CH:20][C:19]([CH:22]2[CH2:26][N:25](C(OC(C)(C)C)=O)[CH:24]([C:34](=[O:37])[NH:35][CH3:36])[CH2:23]2)=[CH:18][C:17]=1[O:38][CH3:39])=O)(C)(C)C. Product: [NH2:15][C:16]1[CH:21]=[CH:20][C:19]([CH:22]2[CH2:26][NH:25][CH:24]([C:34]([NH:35][CH3:36])=[O:37])[CH2:23]2)=[CH:18][C:17]=1[O:38][CH3:39]. The catalyst class is: 4. (2) Reactant: [CH2:1]([N:3]1[CH:7]=[C:6]([C:8]2[CH:13]=[CH:12][N:11]=[C:10]3[NH:14][CH:15]=[CH:16][C:9]=23)[C:5]([C:17]2[CH:22]=[CH:21][C:20]([N+:23]([O-])=O)=[CH:19][CH:18]=2)=[N:4]1)[CH3:2]. Product: [CH2:1]([N:3]1[CH:7]=[C:6]([C:8]2[CH:13]=[CH:12][N:11]=[C:10]3[NH:14][CH:15]=[CH:16][C:9]=23)[C:5]([C:17]2[CH:22]=[CH:21][C:20]([NH2:23])=[CH:19][CH:18]=2)=[N:4]1)[CH3:2]. The catalyst class is: 183. (3) Reactant: Cl.[CH2:2]([O:9][C:10]1[CH:15]=[CH:14][C:13]([NH:16][C:17]2[C:26]3[C:21](=[CH:22][C:23]([O:34][CH3:35])=[C:24]([C:27]4[O:31][C:30]([CH:32]=O)=[CH:29][CH:28]=4)[CH:25]=3)[N:20]=[CH:19][N:18]=2)=[CH:12][CH:11]=1)[C:3]1[CH:8]=[CH:7][CH:6]=[CH:5][CH:4]=1.[CH3:36][S:37]([CH2:40][CH2:41][NH2:42])(=[O:39])=[O:38].C(O)(=O)C.C(N(CC)CC)C.C(O[BH-](OC(=O)C)OC(=O)C)(=O)C.[Na+]. Product: [CH2:2]([O:9][C:10]1[CH:15]=[CH:14][C:13]([NH:16][C:17]2[C:26]3[C:21](=[CH:22][C:23]([O:34][CH3:35])=[C:24]([C:27]4[O:31][C:30]([CH2:32][NH:42][CH2:41][CH2:40][S:37]([CH3:36])(=[O:39])=[O:38])=[CH:29][CH:28]=4)[CH:25]=3)[N:20]=[CH:19][N:18]=2)=[CH:12][CH:11]=1)[C:3]1[CH:4]=[CH:5][CH:6]=[CH:7][CH:8]=1. The catalyst class is: 26. (4) Reactant: [Cl:1][C:2]1[CH:3]=[C:4]([CH:35]=[CH:36][C:37]=1[O:38][CH3:39])[CH2:5][N:6]1[C:11]([CH3:12])=[CH:10][C:9]([O:13][CH2:14][C:15]2[CH:32]=[CH:31][CH:30]=[CH:29][C:16]=2[CH2:17][N:18]2[C:26](=[O:27])[C:25]3[C:20](=[CH:21][CH:22]=[CH:23][CH:24]=3)[C:19]2=[O:28])=[C:8](I)[C:7]1=[O:34].[CH3:40][Sn](C)(C)C.[Cl-].[Li+].C(Cl)Cl. Product: [Cl:1][C:2]1[CH:3]=[C:4]([CH:35]=[CH:36][C:37]=1[O:38][CH3:39])[CH2:5][N:6]1[C:11]([CH3:12])=[CH:10][C:9]([O:13][CH2:14][C:15]2[CH:32]=[CH:31][CH:30]=[CH:29][C:16]=2[CH2:17][N:18]2[C:26](=[O:27])[C:25]3[C:20](=[CH:21][CH:22]=[CH:23][CH:24]=3)[C:19]2=[O:28])=[C:8]([CH3:40])[C:7]1=[O:34]. The catalyst class is: 39. (5) Reactant: [OH:1][C:2]1[CH:7]=[CH:6][C:5]([CH2:8][CH2:9][C:10]2[C:19]([CH3:20])=[C:18]([O:21][Si:22]([C:25]([CH3:28])([CH3:27])[CH3:26])([CH3:24])[CH3:23])[C:17]3[C:12](=[CH:13][CH:14]=[CH:15][CH:16]=3)[N:11]=2)=[CH:4][CH:3]=1.CN(C=O)C.[OH-].[Na+].S(C1C=CC(C)=CC=1)(O[CH2:40][CH2:41][F:42])(=O)=O. Product: [F:42][CH2:41][CH2:40][O:1][C:2]1[CH:7]=[CH:6][C:5]([CH2:8][CH2:9][C:10]2[C:19]([CH3:20])=[C:18]([O:21][Si:22]([C:25]([CH3:28])([CH3:27])[CH3:26])([CH3:23])[CH3:24])[C:17]3[C:12](=[CH:13][CH:14]=[CH:15][CH:16]=3)[N:11]=2)=[CH:4][CH:3]=1. The catalyst class is: 413. (6) Reactant: Cl.[NH:2]1[CH2:8][CH2:7][CH2:6][CH2:5][C:4]2([C:16]3[C:11](=[CH:12][CH:13]=[CH:14][CH:15]=3)[NH:10][C:9]2=[O:17])[CH2:3]1. Product: [NH:2]1[CH2:8][CH2:7][CH2:6][CH2:5][C:4]2([C:16]3[C:11](=[CH:12][CH:13]=[CH:14][CH:15]=3)[NH:10][C:9]2=[O:17])[CH2:3]1. The catalyst class is: 285. (7) Reactant: [H-].[Na+].[F:3][C:4]1[CH:9]=[CH:8][C:7]([CH:10]2[C:18]3[C:13](=[CH:14][C:15]([C:19]#[N:20])=[CH:16][CH:17]=3)[CH2:12][O:11]2)=[CH:6][CH:5]=1.[CH3:21][N:22]([CH3:27])[CH2:23][CH2:24][CH2:25]Cl.CS(C)=O. Product: [CH3:21][N:22]([CH3:27])[CH2:23][CH2:24][CH2:25][C:10]1([C:7]2[CH:8]=[CH:9][C:4]([F:3])=[CH:5][CH:6]=2)[C:18]2[C:13](=[CH:14][C:15]([C:19]#[N:20])=[CH:16][CH:17]=2)[CH2:12][O:11]1. The catalyst class is: 182. (8) Reactant: C([O:3][C:4]([C:6]1[C:7](=[O:36])[N:8]([CH2:29][C:30]2[CH:35]=[CH:34][CH:33]=[CH:32][CH:31]=2)[CH:9]=[CH:10][C:11]=1[CH2:12][N:13]([CH2:24][C:25]([O:27][CH3:28])=[O:26])S(C1C=CC(C)=CC=1)(=O)=O)=O)C.C[O-].[Na+].Cl. Product: [CH3:28][O:27][C:25]([C:24]1[N:13]=[CH:12][C:11]2[CH:10]=[CH:9][N:8]([CH2:29][C:30]3[CH:35]=[CH:34][CH:33]=[CH:32][CH:31]=3)[C:7](=[O:36])[C:6]=2[C:4]=1[OH:3])=[O:26]. The catalyst class is: 5. (9) The catalyst class is: 110. Reactant: Br[C:2]1[CH:8]=[CH:7][C:5]([NH2:6])=[C:4]([O:9][C:10]([F:13])([F:12])[F:11])[CH:3]=1.[C:14]([C:16]1[N:20]([CH3:21])[C:19](B(O)O)=[CH:18][CH:17]=1)#[N:15].[F-].[K+].C(P(C(C)(C)C)C(C)(C)C)(C)(C)C. Product: [NH2:6][C:5]1[CH:7]=[CH:8][C:2]([C:19]2[N:20]([CH3:21])[C:16]([C:14]#[N:15])=[CH:17][CH:18]=2)=[CH:3][C:4]=1[O:9][C:10]([F:13])([F:12])[F:11]. (10) Reactant: [Cl:1][C:2]1[CH:3]=[C:4]([NH:10][C@H:11]([C@H:15]([OH:17])[CH3:16])[C:12]([OH:14])=O)[CH:5]=[CH:6][C:7]=1[C:8]#[N:9].[C:18]([C:20]1[CH:29]=[CH:28][C:23]([C:24]([NH:26][NH2:27])=[O:25])=[CH:22][CH:21]=1)#[N:19].O.ON1C2C=CC=CC=2N=N1.Cl.CN(C)CCCN=C=NCC.C(N(CC)CC)C. Product: [Cl:1][C:2]1[CH:3]=[C:4]([NH:10][C@H:11]([C@H:15]([OH:17])[CH3:16])[C:12]([NH:27][NH:26][C:24](=[O:25])[C:23]2[CH:22]=[CH:21][C:20]([C:18]#[N:19])=[CH:29][CH:28]=2)=[O:14])[CH:5]=[CH:6][C:7]=1[C:8]#[N:9]. The catalyst class is: 1.